This data is from Reaction yield outcomes from USPTO patents with 853,638 reactions. The task is: Predict the reaction yield, written as a fraction of the theoretical maximum amount of product (1.0 means a 100% yield; for example, 0.34 means a 34% yield). (1) The reactants are [C:1](Cl)(=[O:3])[CH3:2].[C:5]1([S:11][CH2:12][CH2:13][CH2:14][S:15]([NH:18][C:19](=[O:50])[CH2:20][C@H:21]2[O:27][C@H:26]([C:28]3[CH:33]=[CH:32][CH:31]=[C:30]([O:34][CH3:35])[C:29]=3[O:36][CH3:37])[C:25]3[CH:38]=[C:39]([Cl:42])[CH:40]=[CH:41][C:24]=3[N:23]([CH2:43][C:44]([CH3:48])([CH3:47])[CH2:45][OH:46])[C:22]2=[O:49])(=[O:17])=[O:16])[CH:10]=[CH:9][CH:8]=[CH:7][CH:6]=1.N1C=CC=CC=1.C(OCC)(=O)C. The catalyst is O. The product is [C:5]1([S:11][CH2:12][CH2:13][CH2:14][S:15]([NH:18][C:19](=[O:50])[CH2:20][C@H:21]2[O:27][C@H:26]([C:28]3[CH:33]=[CH:32][CH:31]=[C:30]([O:34][CH3:35])[C:29]=3[O:36][CH3:37])[C:25]3[CH:38]=[C:39]([Cl:42])[CH:40]=[CH:41][C:24]=3[N:23]([CH2:43][C:44]([CH3:47])([CH3:48])[CH2:45][O:46][C:1](=[O:3])[CH3:2])[C:22]2=[O:49])(=[O:16])=[O:17])[CH:10]=[CH:9][CH:8]=[CH:7][CH:6]=1. The yield is 0.650. (2) The reactants are [NH:1]1[CH2:4][CH:3]([O:5][C:6]2[C:11]([C:12]3[CH:17]=[CH:16][C:15]([S:18]([CH3:20])=[O:19])=[CH:14][CH:13]=3)=[CH:10][C:9]([C:21]3[NH:30][C:29](=[O:31])[C:28]4[C:23](=[CH:24][C:25]([O:34][CH3:35])=[CH:26][C:27]=4[O:32][CH3:33])[N:22]=3)=[CH:8][CH:7]=2)[CH2:2]1.C=O.O.[C:39]([O-])(=O)C.[Na+].C(O)(=O)C.C(O[BH-](OC(=O)C)OC(=O)C)(=O)C.[Na+]. The catalyst is ClCCCl.CO. The product is [CH3:33][O:32][C:27]1[CH:26]=[C:25]([O:34][CH3:35])[CH:24]=[C:23]2[C:28]=1[C:29](=[O:31])[NH:30][C:21]([C:9]1[CH:10]=[C:11]([C:12]3[CH:17]=[CH:16][C:15]([S:18]([CH3:20])=[O:19])=[CH:14][CH:13]=3)[C:6]([O:5][CH:3]3[CH2:2][N:1]([CH3:39])[CH2:4]3)=[CH:7][CH:8]=1)=[N:22]2. The yield is 0.370. (3) The product is [CH2:6]([O:8][C:9]1[C:10]([F:21])=[C:11]2[C:17]([NH2:18])=[CH:16][NH:15][C:12]2=[N:13][CH:14]=1)[CH3:7]. The catalyst is Cl. The reactants are [Sn](Cl)(Cl)(Cl)Cl.[CH2:6]([O:8][C:9]1[C:10]([F:21])=[C:11]2[C:17]([N+:18]([O-])=O)=[CH:16][NH:15][C:12]2=[N:13][CH:14]=1)[CH3:7].[OH-].[Na+]. The yield is 0.860. (4) The yield is 0.300. The reactants are [NH2:1][C:2]1[CH:3]=[C:4]([O:10][CH3:11])[C:5]([O:8][CH3:9])=[CH:6][CH:7]=1.[Br-:12].[Br-].[Br-].C([N+](CCCC)(CCCC)CCCC)CCC.C([N+](CCCC)(CCCC)CCCC)CCC.C([N+](CCCC)(CCCC)CCCC)CCC. The product is [Br:12][C:7]1[CH:6]=[C:5]([O:8][CH3:9])[C:4]([O:10][CH3:11])=[CH:3][C:2]=1[NH2:1]. The catalyst is ClCCl.CO.